From a dataset of Forward reaction prediction with 1.9M reactions from USPTO patents (1976-2016). Predict the product of the given reaction. Given the reactants C([O:3][C:4]([C:6]1[NH:14][C:13]2[C:8](=[N:9][CH:10]=[CH:11][CH:12]=2)[CH:7]=1)=[O:5])C.C(O)(=O)C, predict the reaction product. The product is: [NH:14]1[C:13]2[C:8](=[N:9][CH:10]=[CH:11][CH:12]=2)[CH:7]=[C:6]1[C:4]([OH:5])=[O:3].